From a dataset of Reaction yield outcomes from USPTO patents with 853,638 reactions. Predict the reaction yield, written as a fraction of the theoretical maximum amount of product (1.0 means a 100% yield; for example, 0.34 means a 34% yield). (1) The reactants are [F:1][C:2]1[CH:7]=[CH:6][C:5]([C:8]2[N:12]([S:13]([C:16]3[CH:21]=[CH:20][C:19]([F:22])=[CH:18][CH:17]=3)(=[O:15])=[O:14])[CH:11]=[C:10]([CH:23]=O)[CH:9]=2)=[CH:4][CH:3]=1.[Cl-].C[NH3+].[C:28]([BH3-])#[N:29].[Na+]. No catalyst specified. The product is [F:1][C:2]1[CH:7]=[CH:6][C:5]([C:8]2[N:12]([S:13]([C:16]3[CH:21]=[CH:20][C:19]([F:22])=[CH:18][CH:17]=3)(=[O:15])=[O:14])[CH:11]=[C:10]([CH2:23][NH:29][CH3:28])[CH:9]=2)=[CH:4][CH:3]=1. The yield is 0.720. (2) The reactants are [CH3:1][C:2]1[CH:7]=[CH:6][N:5]=[CH:4][C:3]=1[N:8]1[CH2:12][CH2:11][NH:10][C:9]1=[O:13].Br[C:15]1[S:23][C:22]2[CH:21]=[CH:20][N:19]=[C:18]([Cl:24])[C:17]=2[CH:16]=1.N[C@@H]1CCCC[C@H]1N.P([O-])([O-])([O-])=O.[K+].[K+].[K+]. The catalyst is [Cu](I)I.O1CCOCC1. The product is [Cl:24][C:18]1[C:17]2[CH:16]=[C:15]([N:10]3[CH2:11][CH2:12][N:8]([C:3]4[CH:4]=[N:5][CH:6]=[CH:7][C:2]=4[CH3:1])[C:9]3=[O:13])[S:23][C:22]=2[CH:21]=[CH:20][N:19]=1. The yield is 0.222. (3) The catalyst is CO. The yield is 0.840. The product is [CH2:35]([O:34][C:32](=[O:33])[NH:31][C@H:6]([C@@H:5]([OH:4])[CH3:42])[C:7]([N:9]1[CH2:13][CH2:12][CH2:11][C@H:10]1[C:14]([N:16]1[CH2:20][CH2:19][CH2:18][C@H:17]1[C:21](=[O:22])[NH:23][C@@H:24]([CH2:29][OH:30])[C:25]([O:27][NH2:45])=[O:26])=[O:15])=[O:8])[C:36]1[CH:41]=[CH:40][CH:39]=[CH:38][CH:37]=1. The reactants are C([O:4][C@@H:5]([CH3:42])[C@@H:6]([NH:31][C:32]([O:34][CH2:35][C:36]1[CH:41]=[CH:40][CH:39]=[CH:38][CH:37]=1)=[O:33])[C:7]([N:9]1[CH2:13][CH2:12][CH2:11][C@H:10]1[C:14]([N:16]1[CH2:20][CH2:19][CH2:18][C@H:17]1[C:21]([NH:23][C@@H:24]([CH2:29][OH:30])[C:25]([O:27]C)=[O:26])=[O:22])=[O:15])=[O:8])(=O)C.CO.[NH3:45]. (4) The reactants are [CH2:1]([NH2:9])[CH2:2][C:3]1[CH:8]=[CH:7][CH:6]=[CH:5][CH:4]=1.C(N(CC)CC)C.Cl.[F:18][C:19]([F:53])([F:52])[C:20]1[CH:25]=[C:24]([C:26]2[CH:31]=[CH:30][C:29]([C:32]([F:35])([F:34])[F:33])=[CH:28][CH:27]=2)[N:23]=[C:22]([C:36]2[CH:41]=[CH:40][N:39]=[C:38]([C:42]3[CH:43]=[C:44]([S:48](Cl)(=[O:50])=[O:49])[CH:45]=[CH:46][CH:47]=3)[CH:37]=2)[N:21]=1. The catalyst is C1COCC1. The product is [CH2:1]([NH:9][S:48]([C:44]1[CH:45]=[CH:46][CH:47]=[C:42]([C:38]2[CH:37]=[C:36]([C:22]3[N:21]=[C:20]([C:19]([F:18])([F:52])[F:53])[CH:25]=[C:24]([C:26]4[CH:31]=[CH:30][C:29]([C:32]([F:35])([F:33])[F:34])=[CH:28][CH:27]=4)[N:23]=3)[CH:41]=[CH:40][N:39]=2)[CH:43]=1)(=[O:49])=[O:50])[CH2:2][C:3]1[CH:8]=[CH:7][CH:6]=[CH:5][CH:4]=1. The yield is 0.970.